From a dataset of Peptide-MHC class II binding affinity with 134,281 pairs from IEDB. Regression. Given a peptide amino acid sequence and an MHC pseudo amino acid sequence, predict their binding affinity value. This is MHC class II binding data. The peptide sequence is QRGVGVAQGGVFHTM. The MHC is DRB4_0103 with pseudo-sequence DRB4_0103. The binding affinity (normalized) is 0.356.